This data is from Catalyst prediction with 721,799 reactions and 888 catalyst types from USPTO. The task is: Predict which catalyst facilitates the given reaction. (1) Reactant: [CH2:1]([N:8]1[C:16](Br)=[N:15][C:14]2[C:9]1=[N:10][C:11]([Cl:19])=[N:12][C:13]=2[NH2:18])[C:2]1[CH:7]=[CH:6][CH:5]=[CH:4][CH:3]=1.C([OH:24])CCC. Product: [NH2:18][C:13]1[N:12]=[C:11]([Cl:19])[N:10]=[C:9]2[C:14]=1[NH:15][C:16](=[O:24])[N:8]2[CH2:1][C:2]1[CH:7]=[CH:6][CH:5]=[CH:4][CH:3]=1. The catalyst class is: 33. (2) Reactant: [Br:1][C:2]1[CH:3]=[C:4]([NH:9][C:10]2[C:11]3[CH:19]=[C:18](F)[N:17]=[CH:16][C:12]=3[N:13]=[CH:14][N:15]=2)[CH:5]=[CH:6][C:7]=1[F:8].[CH3:21][O:22][C:23]1[CH:30]=[CH:29][C:26]([CH2:27][NH2:28])=[CH:25][CH:24]=1. Product: [Br:1][C:2]1[CH:3]=[C:4]([NH:9][C:10]2[C:11]3[CH:19]=[C:18]([NH:28][CH2:27][C:26]4[CH:29]=[CH:30][C:23]([O:22][CH3:21])=[CH:24][CH:25]=4)[N:17]=[CH:16][C:12]=3[N:13]=[CH:14][N:15]=2)[CH:5]=[CH:6][C:7]=1[F:8]. The catalyst class is: 16.